This data is from Catalyst prediction with 721,799 reactions and 888 catalyst types from USPTO. The task is: Predict which catalyst facilitates the given reaction. (1) Reactant: C(O[C:6]([N:8]1[CH2:13][CH2:12][NH:11][CH2:10][CH2:9]1)=O)(C)(C)C.C(=O)([O-])[O-].[K+].[K+].[CH2:20](I)[CH2:21][CH2:22]C.[ClH:25]. Product: [ClH:25].[ClH:25].[CH2:6]([N:8]1[CH2:9][CH2:10][NH:11][CH2:12][CH2:13]1)[CH2:20][CH2:21][CH3:22]. The catalyst class is: 9. (2) Product: [CH3:65][O:64][C:63](=[O:66])[NH:62][C@@H:59]1[CH:60]2[C:49](=[O:48])[CH2:50][C@H:51]([C:67]3[NH:68][C:69]([C:72]4[CH:73]=[CH:74][C:75]([C:78]5[CH:87]=[N:86][C:85]6[C:80](=[CH:81][CH:82]=[C:83]([C:88]7[NH:92][C:91]([C@@H:93]8[CH2:97][CH2:96][CH2:95][N:94]8[C:7](=[O:9])[C@@H:6]([NH:5][C:3]([O:2][CH3:1])=[O:4])[C@@H:10]([CH3:13])[CH2:11][CH3:12])=[N:90][CH:89]=7)[CH:84]=6)[N:79]=5)=[CH:76][CH:77]=4)=[CH:70][N:71]=3)[CH2:52][N:53]3[C:61]2=[C:56]([CH:55]=[CH:54]3)[CH2:57][CH2:58]1. Reactant: [CH3:1][O:2][C:3]([NH:5][C@@H:6]([C@@H:10]([CH3:13])[CH2:11][CH3:12])[C:7]([OH:9])=O)=[O:4].CN(C(ON1N=NC2C=CC=NC1=2)=[N+](C)C)C.F[P-](F)(F)(F)(F)F.CCN(C(C)C)C(C)C.Cl.[O:48]=[C:49]1[CH:60]2[C:61]3[N:53]([CH:54]=[CH:55][C:56]=3[CH2:57][CH2:58][C@@H:59]2[NH:62][C:63](=[O:66])[O:64][CH3:65])[CH2:52][C@@H:51]([C:67]2[NH:68][C:69]([C:72]3[CH:77]=[CH:76][C:75]([C:78]4[CH:87]=[N:86][C:85]5[C:80](=[CH:81][CH:82]=[C:83]([C:88]6[NH:92][C:91]([C@@H:93]7[CH2:97][CH2:96][CH2:95][NH:94]7)=[N:90][CH:89]=6)[CH:84]=5)[N:79]=4)=[CH:74][CH:73]=3)=[CH:70][N:71]=2)[CH2:50]1. The catalyst class is: 3. (3) Reactant: [CH2:1]([C:3]1[S:4][C:5]([CH3:17])=[C:6]([CH2:8]P(=O)(OCC)OCC)[N:7]=1)[CH3:2].[H-].[Na+].[CH3:20][O:21][CH2:22][O:23][C:24]1[C:28]([CH:29]=O)=[CH:27][N:26]([C:31]2[CH:36]=[CH:35][CH:34]=[CH:33][CH:32]=2)[N:25]=1.O. Product: [CH2:1]([C:3]1[S:4][C:5]([CH3:17])=[C:6](/[CH:8]=[CH:29]/[C:28]2[C:24]([O:23][CH2:22][O:21][CH3:20])=[N:25][N:26]([C:31]3[CH:36]=[CH:35][CH:34]=[CH:33][CH:32]=3)[CH:27]=2)[N:7]=1)[CH3:2]. The catalyst class is: 7.